Regression. Given two drug SMILES strings and cell line genomic features, predict the synergy score measuring deviation from expected non-interaction effect. From a dataset of NCI-60 drug combinations with 297,098 pairs across 59 cell lines. (1) Drug 1: CC1=C2C(C(=O)C3(C(CC4C(C3C(C(C2(C)C)(CC1OC(=O)C(C(C5=CC=CC=C5)NC(=O)OC(C)(C)C)O)O)OC(=O)C6=CC=CC=C6)(CO4)OC(=O)C)OC)C)OC. Drug 2: CC1C(C(CC(O1)OC2CC(OC(C2O)C)OC3=CC4=CC5=C(C(=O)C(C(C5)C(C(=O)C(C(C)O)O)OC)OC6CC(C(C(O6)C)O)OC7CC(C(C(O7)C)O)OC8CC(C(C(O8)C)O)(C)O)C(=C4C(=C3C)O)O)O)O. Cell line: SF-268. Synergy scores: CSS=20.6, Synergy_ZIP=0.816, Synergy_Bliss=-4.26, Synergy_Loewe=-24.0, Synergy_HSA=-3.84. (2) Cell line: NCI/ADR-RES. Drug 1: CC12CCC(CC1=CCC3C2CCC4(C3CC=C4C5=CN=CC=C5)C)O. Synergy scores: CSS=13.9, Synergy_ZIP=-4.04, Synergy_Bliss=1.31, Synergy_Loewe=-3.67, Synergy_HSA=-0.549. Drug 2: CC1=C(C(=O)C2=C(C1=O)N3CC4C(C3(C2COC(=O)N)OC)N4)N. (3) Drug 1: C1=CC(=C2C(=C1NCCNCCO)C(=O)C3=C(C=CC(=C3C2=O)O)O)NCCNCCO. Drug 2: CC(C)(C#N)C1=CC(=CC(=C1)CN2C=NC=N2)C(C)(C)C#N. Cell line: HCT116. Synergy scores: CSS=42.4, Synergy_ZIP=0.0161, Synergy_Bliss=-2.29, Synergy_Loewe=-17.7, Synergy_HSA=-1.56. (4) Drug 1: C1CC(C1)(C(=O)O)C(=O)O.[NH2-].[NH2-].[Pt+2]. Drug 2: N.N.Cl[Pt+2]Cl. Cell line: RPMI-8226. Synergy scores: CSS=54.0, Synergy_ZIP=-5.83, Synergy_Bliss=-1.65, Synergy_Loewe=3.63, Synergy_HSA=4.52.